The task is: Predict the reaction yield, written as a fraction of the theoretical maximum amount of product (1.0 means a 100% yield; for example, 0.34 means a 34% yield).. This data is from Reaction yield outcomes from USPTO patents with 853,638 reactions. The reactants are [Si]([O:8][CH2:9][C:10]1([NH:15][C:16](=[O:22])[O:17][C:18]([CH3:21])([CH3:20])[CH3:19])[CH2:13][CH:12]([OH:14])[CH2:11]1)(C(C)(C)C)(C)C.O[CH:24]1CC(C([O-])=O)C1.CN(C1C2C(N(C)C)=CC=CC=2C=CC=1)C.C[O+](C)C. The catalyst is C(Cl)Cl.[Cl-].[Na+].O. The product is [OH:8][CH2:9][C:10]1([NH:15][C:16](=[O:22])[O:17][C:18]([CH3:21])([CH3:20])[CH3:19])[CH2:13][CH:12]([O:14][CH3:24])[CH2:11]1. The yield is 0.720.